Dataset: Catalyst prediction with 721,799 reactions and 888 catalyst types from USPTO. Task: Predict which catalyst facilitates the given reaction. (1) Reactant: [N:1]([C:4]1[CH:5]=[CH:6][C:7]2[N:8]([C:10]([C:13]([F:16])([F:15])[F:14])=[N:11][N:12]=2)[N:9]=1)=[C:2]=[S:3].[OH:17][C:18]1[CH:23]=[CH:22][C:21]([NH:24][C:25]2([C:29]#N)[CH2:28][CH2:27][CH2:26]2)=[CH:20][CH:19]=1.C[OH:32].Cl. Product: [OH:17][C:18]1[CH:23]=[CH:22][C:21]([N:24]2[C:2](=[S:3])[N:1]([C:4]3[CH:5]=[CH:6][C:7]4[N:8]([C:10]([C:13]([F:16])([F:15])[F:14])=[N:11][N:12]=4)[N:9]=3)[C:29](=[O:32])[C:25]32[CH2:28][CH2:27][CH2:26]3)=[CH:20][CH:19]=1. The catalyst class is: 44. (2) Reactant: [F:1][C:2]([F:21])([F:20])[O:3][C:4]1[CH:9]=[CH:8][C:7]([C:10]2[S:14][C:13]([CH:15]=[CH:16][C:17]([OH:19])=[O:18])=[CH:12][CH:11]=2)=[CH:6][CH:5]=1.CO.C(O)(=O)C. Product: [F:21][C:2]([F:1])([F:20])[O:3][C:4]1[CH:5]=[CH:6][C:7]([C:10]2[S:14][C:13]([CH2:15][CH2:16][C:17]([OH:19])=[O:18])=[CH:12][CH:11]=2)=[CH:8][CH:9]=1. The catalyst class is: 354. (3) Reactant: Cl[C:2]1[N:7]=[C:6]([NH:8][C:9]2[CH:13]=[C:12]([CH:14]3[CH2:16][CH2:15]3)[NH:11][N:10]=2)[C:5]([Cl:17])=[CH:4][N:3]=1.[F:18][C:19]1[CH:20]=[CH:21][C:22]([C@@H:25]([NH2:27])[CH3:26])=[N:23][CH:24]=1.CCN(C(C)C)C(C)C. Product: [Cl:17][C:5]1[C:6]([NH:8][C:9]2[CH:13]=[C:12]([CH:14]3[CH2:16][CH2:15]3)[NH:11][N:10]=2)=[N:7][C:2]([NH:27][C@H:25]([C:22]2[CH:21]=[CH:20][C:19]([F:18])=[CH:24][N:23]=2)[CH3:26])=[N:3][CH:4]=1. The catalyst class is: 114. (4) Reactant: [H-].[Na+].[C:3]([O:11][CH2:12][CH3:13])(=[O:10])[CH2:4][C:5]([O:7][CH2:8][CH3:9])=[O:6].[F:14][C:15]([F:26])([F:25])[C:16](Cl)=[N:17][C:18]1[CH:23]=[CH:22][CH:21]=[CH:20][CH:19]=1. Product: [CH2:12]([O:11][C:3](=[O:10])[CH:4]([C:16](=[N:17][C:18]1[CH:23]=[CH:22][CH:21]=[CH:20][CH:19]=1)[C:15]([F:14])([F:25])[F:26])[C:5]([O:7][CH2:8][CH3:9])=[O:6])[CH3:13]. The catalyst class is: 76. (5) The catalyst class is: 418. Reactant: Br[C:2]1[CH:3]=[C:4]([CH:20]=[CH:21][CH:22]=1)[CH2:5][NH:6][C:7]([CH2:18][CH3:19])([CH2:16][CH3:17])[C:8]([O:10][CH:11]1[CH2:15][CH2:14][CH2:13][CH2:12]1)=[O:9].[B:23]1([B:23]2[O:27][C:26]([CH3:29])([CH3:28])[C:25]([CH3:31])([CH3:30])[O:24]2)[O:27][C:26]([CH3:29])([CH3:28])[C:25]([CH3:31])([CH3:30])[O:24]1.C([O-])(=O)C.[K+]. Product: [CH2:16]([C:7]([NH:6][CH2:5][C:4]1[CH:20]=[CH:21][CH:22]=[C:2]([B:23]2[O:27][C:26]([CH3:29])([CH3:28])[C:25]([CH3:31])([CH3:30])[O:24]2)[CH:3]=1)([CH2:18][CH3:19])[C:8]([O:10][CH:11]1[CH2:15][CH2:14][CH2:13][CH2:12]1)=[O:9])[CH3:17]. (6) Reactant: [Si:1]([O:8][CH:9]([C:43]1[CH:48]=[CH:47][C:46]([F:49])=[CH:45][CH:44]=1)[CH2:10][CH2:11][CH:12]([CH:27]([NH:35][C:36]1[CH:41]=[CH:40][C:39]([F:42])=[CH:38][CH:37]=1)[C:28]1[CH:33]=[CH:32][C:31]([OH:34])=[CH:30][CH:29]=1)[C:13](N1C(C2C=CC=CC=2)COC1=O)=[O:14])([C:4]([CH3:7])([CH3:6])[CH3:5])([CH3:3])[CH3:2].C[Si](C([Si](C)(C)C)C(N)=O)(C)C.O.O.O.[F-].C([NH+](CCCC)CCCC)CCC.C(O)(=O)C. Product: [Si:1]([O:8][CH:9]([C:43]1[CH:48]=[CH:47][C:46]([F:49])=[CH:45][CH:44]=1)[CH2:10][CH2:11][CH:12]1[CH:27]([C:28]2[CH:33]=[CH:32][C:31]([OH:34])=[CH:30][CH:29]=2)[N:35]([C:36]2[CH:37]=[CH:38][C:39]([F:42])=[CH:40][CH:41]=2)[C:13]1=[O:14])([C:4]([CH3:5])([CH3:7])[CH3:6])([CH3:3])[CH3:2]. The catalyst class is: 310. (7) Reactant: [NH2:1][C:2]1[S:3][C:4]2[C:9]([N:10]=1)=[CH:8][CH:7]=[C:6]([O:11][C:12]1[CH:13]=[CH:14][C:15]([CH3:32])=[C:16]([NH:18][C:19](=[O:31])[C:20]3[CH:25]=[CH:24][CH:23]=[C:22]([C:26]([C:29]#[N:30])([CH3:28])[CH3:27])[CH:21]=3)[CH:17]=1)[N:5]=2.[Cl:33][CH2:34][C:35](Cl)=[O:36]. Product: [Cl:33][CH2:34][C:35]([NH:1][C:2]1[S:3][C:4]2[C:9]([N:10]=1)=[CH:8][CH:7]=[C:6]([O:11][C:12]1[CH:13]=[CH:14][C:15]([CH3:32])=[C:16]([NH:18][C:19](=[O:31])[C:20]3[CH:25]=[CH:24][CH:23]=[C:22]([C:26]([C:29]#[N:30])([CH3:27])[CH3:28])[CH:21]=3)[CH:17]=1)[N:5]=2)=[O:36]. The catalyst class is: 42. (8) Reactant: CC1C=CC(S(O[CH2:12][CH2:13][CH2:14][C:15]2[C:23]3[C:18](=[CH:19][CH:20]=[C:21]([C:24]#[N:25])[CH:22]=3)[NH:17][CH:16]=2)(=O)=O)=CC=1.[CH3:26][C:27]1[N:28]=[C:29]([N:34]2[CH2:39][CH2:38][NH:37][CH2:36][CH2:35]2)[S:30][C:31]=1[C:32]#[N:33].C(=O)([O-])[O-].[K+].[K+].[I-].[K+]. Product: [C:24]([C:21]1[CH:22]=[C:23]2[C:18](=[CH:19][CH:20]=1)[NH:17][CH:16]=[C:15]2[CH2:14][CH2:13][CH2:12][N:37]1[CH2:38][CH2:39][N:34]([C:29]2[S:30][C:31]([C:32]#[N:33])=[C:27]([CH3:26])[N:28]=2)[CH2:35][CH2:36]1)#[N:25]. The catalyst class is: 10.